Dataset: Peptide-MHC class II binding affinity with 134,281 pairs from IEDB. Task: Regression. Given a peptide amino acid sequence and an MHC pseudo amino acid sequence, predict their binding affinity value. This is MHC class II binding data. (1) The peptide sequence is YEKFLANVSTVLTGK. The MHC is DRB1_0404 with pseudo-sequence DRB1_0404. The binding affinity (normalized) is 0.589. (2) The peptide sequence is LHGGHVSCRVKLSAL. The MHC is HLA-DQA10501-DQB10303 with pseudo-sequence HLA-DQA10501-DQB10303. The binding affinity (normalized) is 0.259. (3) The peptide sequence is IEAAASAIQGNVTSI. The MHC is HLA-DQA10501-DQB10301 with pseudo-sequence HLA-DQA10501-DQB10301. The binding affinity (normalized) is 0.652. (4) The MHC is HLA-DQA10401-DQB10402 with pseudo-sequence HLA-DQA10401-DQB10402. The peptide sequence is LISRVLDGLVMTTIS. The binding affinity (normalized) is 0.404. (5) The peptide sequence is YDKFWANVSTVLTGK. The MHC is DRB1_0101 with pseudo-sequence DRB1_0101. The binding affinity (normalized) is 0.906. (6) The peptide sequence is WCYGVENVRVAYGKC. The MHC is HLA-DQA10103-DQB10603 with pseudo-sequence HLA-DQA10103-DQB10603. The binding affinity (normalized) is 0.497. (7) The peptide sequence is PYVSKNPRQAYANYR. The MHC is DRB1_0701 with pseudo-sequence DRB1_0701. The binding affinity (normalized) is 0.105. (8) The peptide sequence is VSAALHNVKCKEPHQ. The MHC is DRB1_0101 with pseudo-sequence DRB1_0101. The binding affinity (normalized) is 0.201. (9) The peptide sequence is EKKYFAATQFEPLVA. The MHC is HLA-DQA10101-DQB10501 with pseudo-sequence HLA-DQA10101-DQB10501. The binding affinity (normalized) is 0.443.